This data is from Retrosynthesis with 50K atom-mapped reactions and 10 reaction types from USPTO. The task is: Predict the reactants needed to synthesize the given product. (1) Given the product COc1ccc(Cl)c(N2CCN(c3cc(-c4ccc(F)cc4)nc(N4CCCC4C)n3)C(C)C2)n1, predict the reactants needed to synthesize it. The reactants are: CC1CCCN1c1nc(Cl)cc(-c2ccc(F)cc2)n1.COc1ccc(Cl)c(N2CCN[C@H](C)C2)n1. (2) Given the product C[C@@H]1OCCN(c2cc(Cl)nc(-n3c(C(F)F)nc4ccccc43)n2)[C@@H]1C, predict the reactants needed to synthesize it. The reactants are: C[C@@H]1NCCO[C@@H]1C.FC(F)c1nc2ccccc2n1-c1nc(Cl)cc(Cl)n1. (3) Given the product Ic1ccc2ncnc(OCc3ccccc3)c2c1, predict the reactants needed to synthesize it. The reactants are: Clc1ncnc2ccc(I)cc12.OCc1ccccc1. (4) Given the product CC1(C)[C@H]2CC[C@@H](CCOCCCCCO)[C@@H]1C2, predict the reactants needed to synthesize it. The reactants are: CC1(C)[C@H]2CC[C@@H](CCCl)[C@@H]1C2.OCCCCCO. (5) The reactants are: Cn1cnc2nc(Cl)nc(Cl)c21.NC1CCCCC1. Given the product Cn1cnc2nc(Cl)nc(NC3CCCCC3)c21, predict the reactants needed to synthesize it. (6) Given the product CCc1nc(NN)cc(-c2ccccc2OC)n1, predict the reactants needed to synthesize it. The reactants are: CCc1nc(Cl)cc(-c2ccccc2OC)n1.NN.